Dataset: CYP1A2 inhibition data for predicting drug metabolism from PubChem BioAssay. Task: Regression/Classification. Given a drug SMILES string, predict its absorption, distribution, metabolism, or excretion properties. Task type varies by dataset: regression for continuous measurements (e.g., permeability, clearance, half-life) or binary classification for categorical outcomes (e.g., BBB penetration, CYP inhibition). Dataset: cyp1a2_veith. The drug is CCc1nnc(NC(=O)CSc2ncnc3c2cnn3-c2ccc(OC)cc2)s1. The result is 0 (non-inhibitor).